From a dataset of Forward reaction prediction with 1.9M reactions from USPTO patents (1976-2016). Predict the product of the given reaction. (1) The product is: [N+:66]([C:69]1[CH:70]=[CH:71][CH:72]=[CH:73][C:74]=1[C:13]1([C:18]2[NH:22][C:21]3[CH:29]=[CH:30][C:31]([C:40]([OH:41])=[O:39])=[CH:32][C:20]=3[N:19]=2)[CH:12]=[CH:11][C:10]2[N:9]=[CH:8][CH:17]=[CH:16][C:15]=2[CH2:14]1)([O-:68])=[O:67]. Given the reactants BrC1C=CC(O)=C([C:8]2[CH:17]=[CH:16][C:15]3[C:10](=[CH:11][CH:12]=[C:13]([C:18]4[N:22](C5CCCCC5)[C:21]5[CH:29]=[CH:30][C:31](C(O)=O)=[CH:32][C:20]=5[N:19]=4)[CH:14]=3)[N:9]=2)C=1.C([O:39][C:40](C1C=CC2N(C3CCCCC3)C(C3C=CC(N)=C(C=O)C=3)=NC=2C=1)=[O:41])C.[N+:66]([C:69]1[CH:74]=[CH:73][CH:72]=[CH:71][C:70]=1C(=O)C)([O-:68])=[O:67].[OH-].[K+], predict the reaction product. (2) Given the reactants O.[OH-].[Li+].Br.[C:5]([O:9][C:10]([NH:12][C:13]([NH:15][C:16]1[S:17][CH:18]=[C:19]([C:21]([O:23]CC)=[O:22])[N:20]=1)=[NH:14])=[O:11])([CH3:8])([CH3:7])[CH3:6], predict the reaction product. The product is: [C:5]([O:9][C:10]([NH:12][C:13]([NH:15][C:16]1[S:17][CH:18]=[C:19]([C:21]([OH:23])=[O:22])[N:20]=1)=[NH:14])=[O:11])([CH3:8])([CH3:6])[CH3:7]. (3) The product is: [Br:15][C:4]1[CH:5]=[CH:6][CH:7]=[C:2]([F:1])[C:3]=1[O:9][CH3:10]. Given the reactants [F:1][C:2]1[C:3]([O:9][CH3:10])=[C:4](N)[CH:5]=[CH:6][CH:7]=1.N([O-])=O.[Na+].[BrH:15], predict the reaction product. (4) Given the reactants C(NC(C)C)(C)C.C([Li])CCC.[Br:13][C:14]1[CH:19]=[CH:18][C:17]([Cl:20])=[CH:16][N:15]=1.[C:21](=[O:23])=[O:22].[OH-].[Na+], predict the reaction product. The product is: [Br:13][C:14]1[CH:19]=[C:18]([C:17]([Cl:20])=[CH:16][N:15]=1)[C:21]([OH:23])=[O:22]. (5) The product is: [C:22]([O:21][C:19]([N:16]1[CH2:15][CH2:14][CH:13]([C@H:11]([CH3:12])[CH2:10][CH2:9][O:8][S:27]([CH3:26])(=[O:29])=[O:28])[CH2:18][CH2:17]1)=[O:20])([CH3:24])([CH3:23])[CH3:25]. Given the reactants CCN(CC)CC.[OH:8][CH2:9][CH2:10][C@H:11]([CH:13]1[CH2:18][CH2:17][N:16]([C:19]([O:21][C:22]([CH3:25])([CH3:24])[CH3:23])=[O:20])[CH2:15][CH2:14]1)[CH3:12].[CH3:26][S:27](Cl)(=[O:29])=[O:28], predict the reaction product. (6) The product is: [ClH:28].[NH:3]=[C:2]([NH:4][CH2:5][CH2:6][S:7][CH2:8][C@H:9]([C:21]([N:29]1[CH2:33][CH2:32][CH2:31][CH2:30]1)=[O:23])[NH2:10])[NH:1][S:25]([CH3:24])(=[O:27])=[O:26]. Given the reactants [NH2:1][C:2]([NH:4][CH2:5][CH2:6][S:7][CH2:8][C@H:9]([C:21]([OH:23])=O)[NH:10]C(OCC1C=CC=CC=1)=O)=[NH:3].[CH3:24][S:25]([Cl:28])(=[O:27])=[O:26].[NH:29]1[CH2:33][CH2:32][CH2:31][CH2:30]1, predict the reaction product. (7) Given the reactants [CH3:1][C:2]1[NH:10][C:9]2[C:8](=[O:11])[N:7]([CH:12]3[CH2:17][CH2:16][NH:15][CH2:14][CH2:13]3)[C:6](=[O:18])[NH:5][C:4]=2[C:3]=1[C:19]#[N:20].Br[C:22]1[S:23][C:24]2[C:30]([C:31]([O:33][CH2:34][CH3:35])=[O:32])=[CH:29][CH:28]=[CH:27][C:25]=2[N:26]=1, predict the reaction product. The product is: [C:19]([C:3]1[C:4]2[NH:5][C:6](=[O:18])[N:7]([CH:12]3[CH2:13][CH2:14][N:15]([C:22]4[S:23][C:24]5[C:30]([C:31]([O:33][CH2:34][CH3:35])=[O:32])=[CH:29][CH:28]=[CH:27][C:25]=5[N:26]=4)[CH2:16][CH2:17]3)[C:8](=[O:11])[C:9]=2[NH:10][C:2]=1[CH3:1])#[N:20]. (8) Given the reactants [P:1]([O:9][CH2:10][C@H:11]1[O:15][C@@H:14]([N:16]2[C:25]3[N:24]=[CH:23][N:22]=[C:20]([OH:21])[C:19]=3[N:18]=[CH:17]2)[C@H:13]([OH:26])[C@@H:12]1[OH:27])([O:4]P(O)(O)=O)(=[O:3])[OH:2].[Na+].[Cl-].C(O)C, predict the reaction product. The product is: [CH:23]1[NH:24][C:25]2[N:16]([CH:14]3[O:15][CH:11]([CH2:10][O:9][P:1]([OH:4])([OH:3])=[O:2])[CH:12]([OH:27])[CH:13]3[OH:26])[CH:17]=[N:18][C:19]=2[C:20](=[O:21])[N:22]=1. (9) Given the reactants [CH3:1][S:2](Cl)(=[O:4])=[O:3].[O:6]([CH2:13][CH:14]1[O:19][CH2:18][CH:17]([CH2:20][OH:21])[CH2:16][CH2:15]1)[C:7]1[CH:12]=[CH:11][CH:10]=[CH:9][CH:8]=1.C(N(CC)CC)C.C([O-])(O)=O.[Na+], predict the reaction product. The product is: [CH3:1][S:2]([O:21][CH2:20][CH:17]1[CH2:16][CH2:15][CH:14]([CH2:13][O:6][C:7]2[CH:8]=[CH:9][CH:10]=[CH:11][CH:12]=2)[O:19][CH2:18]1)(=[O:4])=[O:3].